Dataset: Forward reaction prediction with 1.9M reactions from USPTO patents (1976-2016). Task: Predict the product of the given reaction. (1) Given the reactants [C:1]1([CH3:14])[CH:6]=[C:5]([CH3:7])[CH:4]=[C:3]([CH3:8])[C:2]=1[S:9]([O:12][NH2:13])(=[O:11])=[O:10].[N:15]1[CH:20]=[CH:19][CH:18]=[CH:17][C:16]=1[NH2:21], predict the reaction product. The product is: [CH3:8][C:3]1[CH:4]=[C:5]([CH3:7])[CH:6]=[C:1]([CH3:14])[C:2]=1[S:9]([O-:12])(=[O:11])=[O:10].[NH2:13][N+:15]1[CH:20]=[CH:19][CH:18]=[CH:17][C:16]=1[NH2:21]. (2) The product is: [C:1]([O:5][C:6]([NH:7][C@H:8]1[CH2:9][CH2:10][C@H:11]([CH2:14][O:15][C:29]([C:23]2[CH:24]=[N:25][C:26]3[C:21]([CH:22]=2)=[CH:20][C:19]([O:18][CH3:17])=[CH:28][CH:27]=3)=[O:30])[CH2:12][CH2:13]1)=[O:16])([CH3:4])([CH3:2])[CH3:3]. Given the reactants [C:1]([O:5][C:6](=[O:16])[NH:7][C@H:8]1[CH2:13][CH2:12][C@H:11]([CH2:14][OH:15])[CH2:10][CH2:9]1)([CH3:4])([CH3:3])[CH3:2].[CH3:17][O:18][C:19]1[CH:20]=[C:21]2[C:26](=[CH:27][CH:28]=1)[N:25]=[CH:24][C:23]([C:29](O)=[O:30])=[CH:22]2.ON1C2C=CC=CC=2N=N1.Cl.CN(C)CCCN=C=NCC.C(N(CC)CC)C, predict the reaction product. (3) Given the reactants [Cl:1][C:2]1[C:11]2[C:6](=[CH:7][C:8]([Cl:12])=[CH:9][CH:10]=2)[N:5]([CH2:13][CH:14]=O)[C:4](=[O:16])[CH:3]=1.[C:17]([O:21][C:22](=[O:41])[N:23]([CH2:30][C:31]1[CH:40]=[CH:39][C:34]2[O:35][CH2:36][CH2:37][O:38][C:33]=2[CH:32]=1)[CH:24]1[CH2:29][CH2:28][NH:27][CH2:26][CH2:25]1)([CH3:20])([CH3:19])[CH3:18].C(O[BH-](OC(=O)C)OC(=O)C)(=O)C.[Na+].C(=O)([O-])O.[Na+], predict the reaction product. The product is: [C:17]([O:21][C:22](=[O:41])[N:23]([CH2:30][C:31]1[CH:40]=[CH:39][C:34]2[O:35][CH2:36][CH2:37][O:38][C:33]=2[CH:32]=1)[CH:24]1[CH2:29][CH2:28][N:27]([CH2:14][CH2:13][N:5]2[C:6]3[C:11](=[CH:10][CH:9]=[C:8]([Cl:12])[CH:7]=3)[C:2]([Cl:1])=[CH:3][C:4]2=[O:16])[CH2:26][CH2:25]1)([CH3:20])([CH3:18])[CH3:19]. (4) Given the reactants [CH3:1][O:2][C:3](=[O:35])[C:4]1[CH:9]=[CH:8][C:7]([CH2:10][N:11]2[CH:15]=[C:14]([CH2:16][O:17][Si](C(C)(C)C)(C3C=CC=CC=3)C3C=CC=CC=3)[N:13]=[CH:12]2)=[CH:6][CH:5]=1.[F-].C([N+](CCCC)(CCCC)CCCC)CCC.O, predict the reaction product. The product is: [CH3:1][O:2][C:3](=[O:35])[C:4]1[CH:5]=[CH:6][C:7]([CH2:10][N:11]2[CH:15]=[C:14]([CH2:16][OH:17])[N:13]=[CH:12]2)=[CH:8][CH:9]=1. (5) The product is: [CH2:14]([C:18]1[C:25]([O:26][CH3:27])=[CH:24][C:23]([CH3:28])=[C:20]([CH2:21][OH:22])[C:19]=1[OH:29])[CH2:15][CH2:16][CH3:17]. Given the reactants BrC1C=C(CO)C(O)=C(C)C=1OC.[CH2:14]([C:18]1[C:19]([OH:29])=[C:20]([C:23]([CH3:28])=[CH:24][C:25]=1[O:26][CH3:27])[CH:21]=[O:22])[CH2:15][CH2:16][CH3:17].[BH4-].[Na+], predict the reaction product.